From a dataset of Full USPTO retrosynthesis dataset with 1.9M reactions from patents (1976-2016). Predict the reactants needed to synthesize the given product. (1) Given the product [ClH:1].[Cl:1][C:2]1[CH:3]=[C:4]([N:9]2[CH2:15][C@@H:14]3[C@@H:11]([CH2:12][NH:13]3)[CH2:10]2)[CH:5]=[N:6][C:7]=1[Cl:8], predict the reactants needed to synthesize it. The reactants are: [Cl:1][C:2]1[CH:3]=[C:4]([N:9]2[CH2:15][C@@H:14]3[C@@H:11]([CH2:12][NH:13]3)[CH2:10]2)[CH:5]=[N:6][C:7]=1[Cl:8].Cl. (2) Given the product [OH:7][CH2:8][CH2:9][N:10]1[CH:14]=[C:13]([CH:15]2[CH2:16][CH2:17][O:18][CH2:19][CH2:20]2)[N:12]=[C:11]1[CH:21]1[CH2:26][CH2:25][N:24]([C:27]([O:29][C:30]([CH3:33])([CH3:32])[CH3:31])=[O:28])[CH2:23][CH2:22]1, predict the reactants needed to synthesize it. The reactants are: O1CCCCC1[O:7][CH2:8][CH2:9][N:10]1[CH:14]=[C:13]([CH:15]2[CH2:20][CH2:19][O:18][CH2:17][CH2:16]2)[N:12]=[C:11]1[CH:21]1[CH2:26][CH2:25][N:24]([C:27]([O:29][C:30]([CH3:33])([CH3:32])[CH3:31])=[O:28])[CH2:23][CH2:22]1.O1CCCC1.Cl. (3) The reactants are: CS[C:3]1[N:4]=[N:5][C:6]([C:17]([NH2:19])=[O:18])=[C:7]([NH:9][C:10]2[CH:15]=[CH:14][C:13]([CH3:16])=[CH:12][CH:11]=2)[N:8]=1.C1C=C(Cl)C=C(C(OO)=O)C=1.CCN(C(C)C)C(C)C.Cl.[NH2:41][C@H:42]([CH2:46][CH3:47])[C:43]([NH2:45])=[O:44].C(O)(C(F)(F)F)=O. Given the product [NH2:45][C:43](=[O:44])[C@H:42]([NH:41][C:3]1[N:4]=[N:5][C:6]([C:17]([NH2:19])=[O:18])=[C:7]([NH:9][C:10]2[CH:15]=[CH:14][C:13]([CH3:16])=[CH:12][CH:11]=2)[N:8]=1)[CH2:46][CH3:47], predict the reactants needed to synthesize it. (4) Given the product [CH2:24]([O:27][CH:28]1[CH2:33][CH2:32][N:31]([CH2:2][CH2:3][CH2:4][N:5]2[C:10]3[CH:11]=[CH:12][CH:13]=[CH:14][C:9]=3[O:8][CH2:7][C:6]2=[O:15])[CH2:30][CH2:29]1)[CH2:25][CH3:26], predict the reactants needed to synthesize it. The reactants are: Cl[CH2:2][CH2:3][CH2:4][N:5]1[C:10]2[CH:11]=[CH:12][CH:13]=[CH:14][C:9]=2[O:8][CH2:7][C:6]1=[O:15].C([O-])([O-])=O.[K+].[K+].[Na+].[I-].[CH2:24]([O:27][CH:28]1[CH2:33][CH2:32][NH:31][CH2:30][CH2:29]1)[CH2:25][CH3:26]. (5) Given the product [Br:7][C:5]1[N:6]=[C:2]([C:26]2[CH:27]=[CH:28][CH:29]=[CH:30][CH:31]=2)[N:3]([CH2:9][O:10][CH2:11][CH2:12][Si:13]([CH3:16])([CH3:15])[CH3:14])[C:4]=1[C:38]1[CH:39]=[CH:40][C:35]([O:34][CH3:33])=[CH:36][CH:37]=1, predict the reactants needed to synthesize it. The reactants are: Br[C:2]1[N:3]([CH2:9][O:10][CH2:11][CH2:12][Si:13]([CH3:16])([CH3:15])[CH3:14])[C:4](Br)=[C:5]([Br:7])[N:6]=1.C1(B(O)O)C=CC=CC=1.[C:26]1(C)[CH:31]=[CH:30][CH:29]=[CH:28][CH:27]=1.[CH3:33][O:34][C:35]1[CH:40]=[CH:39][C:38](B(O)O)=[CH:37][CH:36]=1. (6) Given the product [C:1]([C:3]1[CH:4]=[C:5]([C:24]([OH:26])=[O:25])[C:6]2[O:10][C:9]([C:17]3[CH:18]=[CH:19][CH:20]=[CH:21][CH:22]=3)([C:11]3[CH:12]=[CH:13][CH:14]=[CH:15][CH:16]=3)[O:8][C:7]=2[CH:23]=1)#[N:2], predict the reactants needed to synthesize it. The reactants are: [C:1]([C:3]1[CH:4]=[C:5]([C:24]([O:26]C)=[O:25])[C:6]2[O:10][C:9]([C:17]3[CH:22]=[CH:21][CH:20]=[CH:19][CH:18]=3)([C:11]3[CH:16]=[CH:15][CH:14]=[CH:13][CH:12]=3)[O:8][C:7]=2[CH:23]=1)#[N:2].O[Li].O.CC(O)=O. (7) Given the product [C:14]([O:18][C:19]([NH:21][CH2:22][C@H:23]([N:28]1[CH2:29][CH2:30][N:31]([C:8](=[O:12])[CH:9]([CH3:11])[CH3:10])[CH2:32][CH2:33]1)[C:24]([O:26][CH3:27])=[O:25])=[O:20])([CH3:17])([CH3:15])[CH3:16], predict the reactants needed to synthesize it. The reactants are: C(N(CC)CC)C.[C:8](Cl)(=[O:12])[CH:9]([CH3:11])[CH3:10].[C:14]([O:18][C:19]([NH:21][CH2:22][C@H:23]([N:28]1[CH2:33][CH2:32][NH:31][CH2:30][CH2:29]1)[C:24]([O:26][CH3:27])=[O:25])=[O:20])([CH3:17])([CH3:16])[CH3:15].O. (8) Given the product [N:37]1[N:34]=[C:33]([C:23]2[CH:22]=[CH:54][C:53]([C:2]3[N:7]=[C:6]4[N:8]([CH2:12][C:13]([N:15]5[CH2:20][CH2:19][O:18][CH2:17][CH2:16]5)=[O:14])[C:9](=[O:11])[NH:10][C:5]4=[N:4][CH:3]=3)=[CH:57][CH:56]=2)[NH:35][CH:36]=1, predict the reactants needed to synthesize it. The reactants are: Br[C:2]1[N:7]=[C:6]2[N:8]([CH2:12][C:13]([N:15]3[CH2:20][CH2:19][O:18][CH2:17][CH2:16]3)=[O:14])[C:9](=[O:11])[NH:10][C:5]2=[N:4][CH:3]=1.F[C:22](F)(F)[C:23]([O-])=O.BrC1[N:34]=[C:33]2[N:35](CC(O)=O)[C:36](=O)[NH:37]C2=NC=1.C(N1[CH:54]=[CH:53]N=C1)(N1C=CN=C1)=O.N1CCO[CH2:57][CH2:56]1. (9) Given the product [NH:20]([C:2]1[CH:3]=[CH:4][C:5]2[C:6]([N:18]=1)=[N:7][C:8]([C:12]1[CH:17]=[CH:16][CH:15]=[CH:14][CH:13]=1)=[C:9]([OH:11])[N:10]=2)[NH2:21], predict the reactants needed to synthesize it. The reactants are: Cl[C:2]1[CH:3]=[CH:4][C:5]2[C:6]([N:18]=1)=[N:7][C:8]([C:12]1[CH:17]=[CH:16][CH:15]=[CH:14][CH:13]=1)=[C:9]([OH:11])[N:10]=2.O.[NH2:20][NH2:21].CCOC(C)=O.O. (10) Given the product [NH2:22][C:17]1[C:18]([NH:20][CH3:21])=[N:19][C:14]([NH:13][C:10]2[CH:9]=[CH:8][C:7]([O:6][CH2:5][CH2:4][N:3]([CH2:25][CH3:26])[CH2:1][CH3:2])=[CH:12][CH:11]=2)=[N:15][CH:16]=1, predict the reactants needed to synthesize it. The reactants are: [CH2:1]([N:3]([CH2:25][CH3:26])[CH2:4][CH2:5][O:6][C:7]1[CH:12]=[CH:11][C:10]([NH:13][C:14]2[N:19]=[C:18]([NH:20][CH3:21])[C:17]([N+:22]([O-])=O)=[CH:16][N:15]=2)=[CH:9][CH:8]=1)[CH3:2].